The task is: Predict the reactants needed to synthesize the given product.. This data is from Full USPTO retrosynthesis dataset with 1.9M reactions from patents (1976-2016). (1) The reactants are: [Cl:1][C:2]1[CH:7]=[CH:6][C:5]([C:8]([F:11])([F:10])[F:9])=[CH:4][C:3]=1[C:12]1[CH:13]=[C:14]([C:24](O)=[O:25])[CH:15]=[N:16][C:17]=1[O:18][CH:19]1[CH2:23][CH2:22][CH2:21][CH2:20]1.CN(C(O[N:35]1N=N[C:37]2[CH:38]=[CH:39][CH:40]=[CH:41][C:36]1=2)=[N+](C)C)C.[B-](F)(F)(F)F.C(N(CC)C(C)C)(C)C.CN(C=[O:62])C. Given the product [Cl:1][C:2]1[CH:7]=[CH:6][C:5]([C:8]([F:10])([F:9])[F:11])=[CH:4][C:3]=1[C:12]1[C:17]([O:18][CH:19]2[CH2:23][CH2:22][CH2:21][CH2:20]2)=[N:16][CH:15]=[C:14]([CH:13]=1)[C:24]([NH:35][C@@H:36]1[CH2:41][CH2:40][CH2:39][CH2:38][C@H:37]1[OH:62])=[O:25], predict the reactants needed to synthesize it. (2) Given the product [Cl:1][C:2]1[CH:3]=[CH:4][C:5]([C:23]#[N:24])=[C:6]([C:8]2[C:13]([O:14][CH3:15])=[CH:12][N:11]([CH:16]([CH2:20][CH3:21])[C:17]([NH:25][C:26]3[CH:27]=[CH:28][C:29]([C:32]4[NH:33][C:34]([C:37]([F:46])([F:45])[C:38]([F:44])([F:43])[C:39]([O:41][CH3:42])=[O:40])=[N:35][N:36]=4)=[CH:30][CH:31]=3)=[O:19])[C:10](=[O:22])[CH:9]=2)[CH:7]=1, predict the reactants needed to synthesize it. The reactants are: [Cl:1][C:2]1[CH:3]=[CH:4][C:5]([C:23]#[N:24])=[C:6]([C:8]2[C:13]([O:14][CH3:15])=[CH:12][N:11]([CH:16]([CH2:20][CH3:21])[C:17]([OH:19])=O)[C:10](=[O:22])[CH:9]=2)[CH:7]=1.[NH2:25][C:26]1[CH:31]=[CH:30][C:29]([C:32]2[NH:33][C:34]([C:37]([F:46])([F:45])[C:38]([F:44])([F:43])[C:39]([O:41][CH3:42])=[O:40])=[N:35][N:36]=2)=[CH:28][CH:27]=1. (3) Given the product [F:13][C:9]1[CH:8]=[CH:7][C:6]([CH:4]([NH2:1])[CH3:5])=[N:11][C:10]=1[CH3:12], predict the reactants needed to synthesize it. The reactants are: [N:1]([CH:4]([C:6]1[N:11]=[C:10]([CH3:12])[C:9]([F:13])=[CH:8][CH:7]=1)[CH3:5])=[N+]=[N-]. (4) The reactants are: [Cl:1][C:2]1[CH:3]=[C:4]([C:12]2[O:16][N:15]=[C:14]([C:17]3[CH:22]=[CH:21][C:20]([OH:23])=[CH:19][C:18]=3[CH3:24])[N:13]=2)[CH:5]=[CH:6][C:7]=1[O:8][CH:9]([CH3:11])[CH3:10].Br[CH2:26][CH2:27][CH2:28][CH2:29][C:30]([O:32][CH2:33][CH3:34])=[O:31].C(=O)([O-])[O-].[K+].[K+]. Given the product [Cl:1][C:2]1[CH:3]=[C:4]([C:12]2[O:16][N:15]=[C:14]([C:17]3[CH:22]=[CH:21][C:20]([O:23][CH2:26][CH2:27][CH2:28][CH2:29][C:30]([O:32][CH2:33][CH3:34])=[O:31])=[CH:19][C:18]=3[CH3:24])[N:13]=2)[CH:5]=[CH:6][C:7]=1[O:8][CH:9]([CH3:10])[CH3:11], predict the reactants needed to synthesize it. (5) Given the product [C:1]1([CH2:7][CH2:8][O:10][CH2:11][CH:12]2[CH2:17][CH2:16][NH:15][CH2:14][CH2:13]2)[CH:2]=[CH:3][CH:4]=[CH:5][CH:6]=1, predict the reactants needed to synthesize it. The reactants are: [C:1]1([CH2:7][C:8]([O:10][CH2:11][CH:12]2[CH2:17][CH2:16][NH:15][CH2:14][CH2:13]2)=O)[CH:6]=[CH:5][CH:4]=[CH:3][CH:2]=1.[SiH](CC)(CC)CC.